Task: Predict the reaction yield, written as a fraction of the theoretical maximum amount of product (1.0 means a 100% yield; for example, 0.34 means a 34% yield).. Dataset: Reaction yield outcomes from USPTO patents with 853,638 reactions (1) The reactants are [P:1]([O:13][CH2:14][C:15]1[CH:20]=[CH:19][CH:18]=[C:17]([N:21]2[C:25]([NH:26][C:27](=[O:47])[NH:28][C:29]3[CH:34]=[CH:33][C:32]([O:35][C:36]4[CH:41]=[CH:40][N:39]=[C:38]([C:42](=[O:45])[NH:43][CH3:44])[CH:37]=4)=[CH:31][C:30]=3[F:46])=[CH:24][C:23]([C:48]([CH3:51])([CH3:50])[CH3:49])=[N:22]2)[CH:16]=1)([O:8]C(C)(C)C)([O:3]C(C)(C)C)=[O:2].[ClH:52].O1CCOCC1. The catalyst is O1CCOCC1.CCOCC. The product is [ClH:52].[ClH:52].[P:1]([OH:8])([OH:3])([O:13][CH2:14][C:15]1[CH:20]=[CH:19][CH:18]=[C:17]([N:21]2[C:25]([NH:26][C:27](=[O:47])[NH:28][C:29]3[CH:34]=[CH:33][C:32]([O:35][C:36]4[CH:41]=[CH:40][N:39]=[C:38]([C:42](=[O:45])[NH:43][CH3:44])[CH:37]=4)=[CH:31][C:30]=3[F:46])=[CH:24][C:23]([C:48]([CH3:49])([CH3:51])[CH3:50])=[N:22]2)[CH:16]=1)=[O:2]. The yield is 0.940. (2) The reactants are [CH3:1][C:2]1[C:6]([CH2:7][N:8]2[CH:12]=[C:11]([N:13]3[C:17](=[O:18])[CH2:16][NH:15][C:14]3=[O:19])[CH:10]=[N:9]2)=[C:5]([CH3:20])[O:4][N:3]=1.[Cl:21][C:22]1[CH:23]=[C:24]([CH:28]=[CH:29][CH:30]=1)[CH2:25][CH2:26]Br. No catalyst specified. The product is [Cl:21][C:22]1[CH:23]=[C:24]([CH:28]=[CH:29][CH:30]=1)[CH2:25][CH2:26][N:15]1[CH2:16][C:17](=[O:18])[N:13]([C:11]2[CH:10]=[N:9][N:8]([CH2:7][C:6]3[C:2]([CH3:1])=[N:3][O:4][C:5]=3[CH3:20])[CH:12]=2)[C:14]1=[O:19]. The yield is 0.270. (3) The reactants are [CH3:1][O:2][C:3]1[CH:8]=[CH:7][C:6]([C:9]([NH:24][C:25]2[O:26][C:27]([CH3:43])([CH3:42])[C:28]([F:41])([F:40])[C@:29]([C:32]3[CH:37]=[C:36](Br)[CH:35]=[CH:34][C:33]=3[F:39])([CH3:31])[N:30]=2)([C:16]2[CH:21]=[CH:20][C:19]([O:22][CH3:23])=[CH:18][CH:17]=2)[C:10]2[CH:15]=[CH:14][CH:13]=[CH:12][CH:11]=2)=[CH:5][CH:4]=1.[CH:44]1([NH2:49])[CH2:48][CH2:47][CH2:46][CH2:45]1. No catalyst specified. The product is [CH3:1][O:2][C:3]1[CH:8]=[CH:7][C:6]([C:9]([NH:24][C:25]2[O:26][C:27]([CH3:43])([CH3:42])[C:28]([F:41])([F:40])[C@:29]([C:32]3[CH:37]=[C:36]([NH:49][CH:44]4[CH2:48][CH2:47][CH2:46][CH2:45]4)[CH:35]=[CH:34][C:33]=3[F:39])([CH3:31])[N:30]=2)([C:16]2[CH:21]=[CH:20][C:19]([O:22][CH3:23])=[CH:18][CH:17]=2)[C:10]2[CH:15]=[CH:14][CH:13]=[CH:12][CH:11]=2)=[CH:5][CH:4]=1. The yield is 0.920. (4) The reactants are [NH2:1][C:2]1[C:3]([Cl:21])=[C:4]([C:9]2[C:10](=[O:20])[N:11]([CH3:19])[C:12]3[C:17]([CH:18]=2)=[CH:16][N:15]=[CH:14][CH:13]=3)[C:5]([Cl:8])=[CH:6][CH:7]=1.[Cl:22][CH2:23][C:24]1[CH:32]=[CH:31][C:27]([C:28](Cl)=[O:29])=[CH:26][CH:25]=1. The catalyst is ClCCl.CCOC(C)=O. The product is [Cl:22][CH2:23][C:24]1[CH:32]=[CH:31][C:27]([C:28]([NH:1][C:2]2[CH:7]=[CH:6][C:5]([Cl:8])=[C:4]([C:9]3[C:10](=[O:20])[N:11]([CH3:19])[C:12]4[C:17]([CH:18]=3)=[CH:16][N:15]=[CH:14][CH:13]=4)[C:3]=2[Cl:21])=[O:29])=[CH:26][CH:25]=1. The yield is 0.731. (5) The reactants are [Br:1][C:2]1[CH:8]=[CH:7][CH:6]=[CH:5][C:3]=1[NH2:4].[N+:9]([O-])([O-:11])=[O:10].[K+].O.N. The catalyst is S(=O)(=O)(O)O. The product is [Br:1][C:2]1[CH:8]=[CH:7][C:6]([N+:9]([O-:11])=[O:10])=[CH:5][C:3]=1[NH2:4]. The yield is 1.00. (6) The catalyst is C(#N)C. The reactants are [CH2:1]([C:3]1[N:7]([C:8]2[C:9]([CH3:16])=[C:10]([CH2:14][OH:15])[CH:11]=[CH:12][CH:13]=2)[C:6]2[CH:17]=[C:18]([F:21])[CH:19]=[CH:20][C:5]=2[N:4]=1)[CH3:2].CC(OI1(OC(C)=O)(OC(C)=O)OC(=O)C2C=CC=CC1=2)=O.S([O-])([O-])(=O)=S.[Na+].[Na+]. The yield is 0.830. The product is [CH2:1]([C:3]1[N:7]([C:8]2[C:9]([CH3:16])=[C:10]([CH:11]=[CH:12][CH:13]=2)[CH:14]=[O:15])[C:6]2[CH:17]=[C:18]([F:21])[CH:19]=[CH:20][C:5]=2[N:4]=1)[CH3:2].